This data is from Reaction yield outcomes from USPTO patents with 853,638 reactions. The task is: Predict the reaction yield, written as a fraction of the theoretical maximum amount of product (1.0 means a 100% yield; for example, 0.34 means a 34% yield). (1) The product is [F:1][C:2]1[CH:3]=[C:4]([C@H:8]2[CH2:12][CH2:11][CH2:10][N:9]2[C:13]2[CH:18]=[CH:17][N:16]3[N:19]=[CH:20][C:21]([NH:22][C:30]([C:27]4[CH:26]=[N:25][C:24]([CH3:23])=[CH:29][N:28]=4)=[O:31])=[C:15]3[N:14]=2)[CH:5]=[CH:6][CH:7]=1. The reactants are [F:1][C:2]1[CH:3]=[C:4]([C@H:8]2[CH2:12][CH2:11][CH2:10][N:9]2[C:13]2[CH:18]=[CH:17][N:16]3[N:19]=[CH:20][C:21]([NH2:22])=[C:15]3[N:14]=2)[CH:5]=[CH:6][CH:7]=1.[CH3:23][C:24]1[N:25]=[CH:26][C:27]([C:30](O)=[O:31])=[N:28][CH:29]=1.CN(C(ON1N=NC2C=CC=NC1=2)=[N+](C)C)C.F[P-](F)(F)(F)(F)F.CCN(C(C)C)C(C)C. The yield is 0.630. The catalyst is CCOCC.CN(C=O)C. (2) The reactants are [CH3:1][N:2]1[C:6]2[CH:7]=[CH:8][C:9]([C:11]([OH:13])=O)=[CH:10][C:5]=2[N:4]=[CH:3]1.[NH:14]1[CH2:19][CH2:18][CH2:17][C@@H:16]2[C:20]3[CH:21]=[CH:22][CH:23]=[CH:24][C:25]=3[CH2:26][C@H:15]12.F[P-](F)(F)(F)(F)F.N1(OC(N(C)C)=[N+](C)C)C2N=CC=CC=2N=N1. No catalyst specified. The product is [N:14]1([C:11]([C:9]2[CH:8]=[CH:7][C:6]3[N:2]([CH3:1])[CH:3]=[N:4][C:5]=3[CH:10]=2)=[O:13])[CH2:19][CH2:18][CH2:17][C@@H:16]2[C:20]3[CH:21]=[CH:22][CH:23]=[CH:24][C:25]=3[CH2:26][C@H:15]12. The yield is 0.900. (3) The reactants are F[C:2]1[CH:7]=[CH:6][CH:5]=[CH:4][C:3]=1[N+:8]([O-:10])=[O:9].[CH:11]([NH2:14])([CH3:13])[CH3:12].C(=O)([O-])[O-].[K+].[K+]. The catalyst is C(#N)C. The product is [CH:11]([NH:14][C:2]1[CH:7]=[CH:6][CH:5]=[CH:4][C:3]=1[N+:8]([O-:10])=[O:9])([CH3:13])[CH3:12]. The yield is 0.950.